From a dataset of Full USPTO retrosynthesis dataset with 1.9M reactions from patents (1976-2016). Predict the reactants needed to synthesize the given product. The reactants are: C([N:8]1[CH2:13][CH2:12][CH:11]([CH2:14][C:15]2[CH:22]=[CH:21][C:18]([C:19]#[N:20])=[CH:17][CH:16]=2)[CH2:10][CH2:9]1)C1C=CC=CC=1.[Cl:23]C(Cl)C.ClC(OC(Cl)=O)C. Given the product [ClH:23].[NH:8]1[CH2:9][CH2:10][CH:11]([CH2:14][C:15]2[CH:16]=[CH:17][C:18]([C:19]#[N:20])=[CH:21][CH:22]=2)[CH2:12][CH2:13]1, predict the reactants needed to synthesize it.